This data is from Full USPTO retrosynthesis dataset with 1.9M reactions from patents (1976-2016). The task is: Predict the reactants needed to synthesize the given product. (1) Given the product [O:9]1[C:13]2[CH:14]=[CH:15][C:16]([C:18]3[S:19][CH:20]=[C:21]([C:23]([NH:8][C:5]4[N:4]=[C:3]([O:2][CH3:1])[S:7][N:6]=4)=[O:24])[N:22]=3)=[CH:17][C:12]=2[CH2:11][CH2:10]1, predict the reactants needed to synthesize it. The reactants are: [CH3:1][O:2][C:3]1[S:7][N:6]=[C:5]([NH2:8])[N:4]=1.[O:9]1[C:13]2[CH:14]=[CH:15][C:16]([C:18]3[S:19][CH:20]=[C:21]([C:23](O)=[O:24])[N:22]=3)=[CH:17][C:12]=2[CH2:11][CH2:10]1.CN(C(ON1N=NC2C=CC=CC1=2)=[N+](C)C)C.F[P-](F)(F)(F)(F)F.CCN(C(C)C)C(C)C. (2) Given the product [CH2:1]([S:8][C:9]1[N:14]2[N:15]=[CH:16][CH:17]=[C:13]2[N:12]=[C:11]([NH:23][C:22]2[CH:24]=[CH:25][CH:26]=[C:20]([Cl:19])[CH:21]=2)[CH:10]=1)[C:2]1[CH:7]=[CH:6][CH:5]=[CH:4][CH:3]=1, predict the reactants needed to synthesize it. The reactants are: [CH2:1]([S:8][C:9]1[N:14]2[N:15]=[CH:16][CH:17]=[C:13]2[N:12]=[C:11](Cl)[CH:10]=1)[C:2]1[CH:7]=[CH:6][CH:5]=[CH:4][CH:3]=1.[Cl:19][C:20]1[CH:21]=[C:22]([CH:24]=[CH:25][CH:26]=1)[NH2:23].Cl.O1CCOCC1. (3) Given the product [F:32][C:26]1[CH:27]=[CH:28][CH:29]=[C:30]([F:31])[C:25]=1[NH:24][C:22](=[O:23])[C:21]1[CH:33]=[C:17]([C:9]2[N:10]=[C:11]3[CH:16]=[CH:15][CH:14]=[CH:13][N:12]3[C:8]=2[C:6]2[CH:5]=[CH:4][N:3]=[C:2]([NH:42][C:41]3[CH:43]=[C:37]([CH3:36])[C:38]([N:46]4[CH2:51][CH2:50][CH:49]([N:52]5[CH2:53][CH2:54][N:55]([S:58]([CH3:61])(=[O:60])=[O:59])[CH2:56][CH2:57]5)[CH2:48][CH2:47]4)=[CH:39][C:40]=3[O:44][CH3:45])[N:7]=2)[CH:18]=[CH:19][C:20]=1[O:34][CH3:35], predict the reactants needed to synthesize it. The reactants are: Cl[C:2]1[N:7]=[C:6]([C:8]2[N:12]3[CH:13]=[CH:14][CH:15]=[CH:16][C:11]3=[N:10][C:9]=2[C:17]2[CH:18]=[CH:19][C:20]([O:34][CH3:35])=[C:21]([CH:33]=2)[C:22]([NH:24][C:25]2[C:30]([F:31])=[CH:29][CH:28]=[CH:27][C:26]=2[F:32])=[O:23])[CH:5]=[CH:4][N:3]=1.[CH3:36][C:37]1[C:38]([N:46]2[CH2:51][CH2:50][CH:49]([N:52]3[CH2:57][CH2:56][N:55]([S:58]([CH3:61])(=[O:60])=[O:59])[CH2:54][CH2:53]3)[CH2:48][CH2:47]2)=[CH:39][C:40]([O:44][CH3:45])=[C:41]([CH:43]=1)[NH2:42].C1(C)C=CC(S(O)(=O)=O)=CC=1. (4) The reactants are: [CH3:1][O:2][C:3]1[CH:4]=[C:5]2[C:10](=[C:11]3[CH2:15][C:14]([CH3:17])([CH3:16])[O:13][C:12]=13)[C:9]([C:18]1[CH:19]=[C:20]([CH:26]=[CH:27][CH:28]=1)[O:21][CH2:22][C:23](O)=[O:24])=[N:8][C:7]([CH3:30])([CH3:29])[CH2:6]2.CN.CO.O.O[N:37]1[C:41]2C=CC=CC=2N=N1.Cl.C(N=C=NCCCN(C)C)C. Given the product [CH3:41][NH:37][C:23](=[O:24])[CH2:22][O:21][C:20]1[CH:26]=[CH:27][CH:28]=[C:18]([C:9]2[C:10]3[C:5](=[CH:4][C:3]([O:2][CH3:1])=[C:12]4[O:13][C:14]([CH3:17])([CH3:16])[CH2:15][C:11]4=3)[CH2:6][C:7]([CH3:29])([CH3:30])[N:8]=2)[CH:19]=1, predict the reactants needed to synthesize it. (5) Given the product [Cl:1][C:2]1[CH:27]=[CH:26][C:5]([O:6][C:7]2[CH:12]=[CH:11][CH:10]=[CH:9][C:8]=2[NH:13][S:14]([C:17]2[CH:18]=[CH:19][C:20]([C:21]([N:28]3[CH2:33][CH2:32][CH:31]([CH2:34][C:35]4[CH:43]=[CH:42][C:38]([C:39]([NH2:41])=[NH:40])=[CH:37][CH:36]=4)[CH2:30][CH2:29]3)=[O:23])=[CH:24][CH:25]=2)(=[O:15])=[O:16])=[CH:4][CH:3]=1, predict the reactants needed to synthesize it. The reactants are: [Cl:1][C:2]1[CH:27]=[CH:26][C:5]([O:6][C:7]2[CH:12]=[CH:11][CH:10]=[CH:9][C:8]=2[NH:13][S:14]([C:17]2[CH:25]=[CH:24][C:20]([C:21]([OH:23])=O)=[CH:19][CH:18]=2)(=[O:16])=[O:15])=[CH:4][CH:3]=1.[NH:28]1[CH2:33][CH2:32][CH:31]([CH2:34][C:35]2[CH:43]=[CH:42][C:38]([C:39]([NH2:41])=[NH:40])=[CH:37][CH:36]=2)[CH2:30][CH2:29]1. (6) Given the product [CH2:1]([NH:8][CH2:9][C@@H:10]1[CH2:14][C@@H:13]([O:15][CH2:16][CH3:17])[CH2:12][NH:11]1)[C:2]1[CH:3]=[CH:4][CH:5]=[CH:6][CH:7]=1, predict the reactants needed to synthesize it. The reactants are: [CH2:1]([NH:8][C:9](=O)[C@@H:10]1[CH2:14][C@@H:13]([O:15][CH2:16][CH3:17])[CH2:12][NH:11]1)[C:2]1[CH:7]=[CH:6][CH:5]=[CH:4][CH:3]=1.[H-].[Al+3].[Li+].[H-].[H-].[H-].O.O.O.O.O.O.O.O.O.O.S([O-])([O-])(=O)=O.[Na+].[Na+]. (7) Given the product [CH:1]1([CH2:4][O:5][CH2:6][CH2:7][N:8]2[C:12]3[CH:13]=[CH:14][CH:15]=[CH:16][C:11]=3[N:10]=[C:9]2[N:17]2[CH2:23][CH2:22][CH2:21][N:20]([CH2:51][CH2:50][C@:41]3([C:44]4[CH:49]=[CH:48][CH:47]=[CH:46][CH:45]=4)[CH2:42][CH2:43][N:39]([C:37]([C:27]4[CH:28]=[C:29]([N:32]5[CH:36]=[N:35][N:34]=[N:33]5)[CH:30]=[CH:31][C:26]=4[O:25][CH3:24])=[O:38])[CH2:40]3)[CH2:19][CH2:18]2)[CH2:2][CH2:3]1, predict the reactants needed to synthesize it. The reactants are: [CH:1]1([CH2:4][O:5][CH2:6][CH2:7][N:8]2[C:12]3[CH:13]=[CH:14][CH:15]=[CH:16][C:11]=3[N:10]=[C:9]2[N:17]2[CH2:23][CH2:22][CH2:21][NH:20][CH2:19][CH2:18]2)[CH2:3][CH2:2]1.[CH3:24][O:25][C:26]1[CH:31]=[CH:30][C:29]([N:32]2[CH:36]=[N:35][N:34]=[N:33]2)=[CH:28][C:27]=1[C:37]([N:39]1[CH2:43][CH2:42][C@:41]([CH2:50][CH2:51]OS(C)(=O)=O)([C:44]2[CH:49]=[CH:48][CH:47]=[CH:46][CH:45]=2)[CH2:40]1)=[O:38].C(N(CC)CC)C.[I-].[Na+]. (8) Given the product [F:1][C:2]([F:7])([F:6])[C:3]([OH:5])=[O:4].[Cl:15][C:16]1[CH:17]=[N:18][C:19]2[NH:20][C:21]3[CH:22]=[CH:23][CH:24]=[C:25]([CH:46]=3)[CH2:26][CH2:27][C:28]3[CH:36]=[C:32]([NH:33][C:34]=1[N:35]=2)[CH:31]=[CH:30][C:29]=3[NH:37][C:38]([CH:40]1[CH2:45][CH2:44][CH2:43][N:42]([C:54]([NH:53][C:47]2[CH:52]=[CH:51][CH:50]=[CH:49][CH:48]=2)=[O:55])[CH2:41]1)=[O:39], predict the reactants needed to synthesize it. The reactants are: [F:1][C:2]([F:7])([F:6])[C:3]([OH:5])=[O:4].FC(F)(F)C(O)=O.[Cl:15][C:16]1[CH:17]=[N:18][C:19]2[NH:20][C:21]3[CH:22]=[CH:23][CH:24]=[C:25]([CH:46]=3)[CH2:26][CH2:27][C:28]3[CH:36]=[C:32]([NH:33][C:34]=1[N:35]=2)[CH:31]=[CH:30][C:29]=3[NH:37][C:38]([CH:40]1[CH2:45][CH2:44][CH2:43][NH:42][CH2:41]1)=[O:39].[C:47]1([N:53]=[C:54]=[O:55])[CH:52]=[CH:51][CH:50]=[CH:49][CH:48]=1. (9) Given the product [NH2:7][C@:8]([CH3:25])([CH2:9][CH2:10][C:11]1[CH:16]=[C:15]([Cl:17])[C:14]([O:18][CH2:19][CH2:20][CH2:21][CH2:22][CH3:23])=[C:13]([Cl:24])[CH:12]=1)[CH2:26][O:27][P:28](=[O:29])([OH:35])[OH:30], predict the reactants needed to synthesize it. The reactants are: C(OC(=O)[NH:7][C@:8]([CH2:26][O:27][P:28]([O:35]C(C)(C)C)([O:30]C(C)(C)C)=[O:29])([CH3:25])[CH2:9][CH2:10][C:11]1[CH:16]=[C:15]([Cl:17])[C:14]([O:18][CH2:19][CH2:20][CH2:21][CH2:22][CH3:23])=[C:13]([Cl:24])[CH:12]=1)(C)(C)C. (10) Given the product [CH2:21]([C:2]1[N:10]=[C:9]2[C:5]([N:6]([C:13]([N:15]3[CH2:19][CH2:18][CH2:17][CH2:16]3)=[O:14])[C:7](=[O:12])[N:8]2[CH3:11])=[CH:4][N:3]=1)[C:22]1[CH:27]=[CH:26][CH:25]=[CH:24][CH:23]=1, predict the reactants needed to synthesize it. The reactants are: Cl[C:2]1[N:10]=[C:9]2[C:5]([N:6]([C:13]([N:15]3[CH2:19][CH2:18][CH2:17][CH2:16]3)=[O:14])[C:7](=[O:12])[N:8]2[CH3:11])=[CH:4][N:3]=1.[Br-].[CH2:21]([Zn+])[C:22]1[CH:27]=[CH:26][CH:25]=[CH:24][CH:23]=1.O1CCCC1.